This data is from Full USPTO retrosynthesis dataset with 1.9M reactions from patents (1976-2016). The task is: Predict the reactants needed to synthesize the given product. (1) Given the product [N+:1]([C:4]1[CH:5]=[C:6]2[C:10](=[CH:11][CH:12]=1)[N:9]([C:13]1[CH:14]=[C:15]([CH:21]=[CH:22][CH:23]=1)[C:16]([OH:18])=[O:17])[CH:8]=[CH:7]2)([O-:3])=[O:2], predict the reactants needed to synthesize it. The reactants are: [N+:1]([C:4]1[CH:5]=[C:6]2[C:10](=[CH:11][CH:12]=1)[N:9]([C:13]1[CH:14]=[C:15]([CH:21]=[CH:22][CH:23]=1)[C:16]([O:18]CC)=[O:17])[CH:8]=[CH:7]2)([O-:3])=[O:2].[OH-].[Na+].C(O)C. (2) Given the product [Br:25][C:9]1[CH:8]=[C:7]([CH2:6][C:26]#[N:27])[CH:12]=[C:11]([O:13][CH2:14][C:15]2[CH:20]=[CH:19][C:18]([C:21]([F:24])([F:23])[F:22])=[CH:17][CH:16]=2)[CH:10]=1, predict the reactants needed to synthesize it. The reactants are: CS(O[CH2:6][C:7]1[CH:12]=[C:11]([O:13][CH2:14][C:15]2[CH:20]=[CH:19][C:18]([C:21]([F:24])([F:23])[F:22])=[CH:17][CH:16]=2)[CH:10]=[C:9]([Br:25])[CH:8]=1)(=O)=O.[C-:26]#[N:27].[Na+].O. (3) Given the product [Cl:22][C:23]1[CH:24]=[C:25]([NH:26][C:2]2[C:3]3[N:10]([CH2:11][C:12]4[O:16][C:15]([C:17]([O:19][CH2:20][CH3:21])=[O:18])=[CH:14][CH:13]=4)[CH:9]=[CH:8][C:4]=3[N:5]=[CH:6][N:7]=2)[CH:27]=[CH:28][C:29]=1[O:30][CH2:31][C:32]1[CH:37]=[CH:36][CH:35]=[CH:34][N:33]=1, predict the reactants needed to synthesize it. The reactants are: Cl[C:2]1[C:3]2[N:10]([CH2:11][C:12]3[O:16][C:15]([C:17]([O:19][CH2:20][CH3:21])=[O:18])=[CH:14][CH:13]=3)[CH:9]=[CH:8][C:4]=2[N:5]=[CH:6][N:7]=1.[Cl:22][C:23]1[CH:24]=[C:25]([CH:27]=[CH:28][C:29]=1[O:30][CH2:31][C:32]1[CH:37]=[CH:36][CH:35]=[CH:34][N:33]=1)[NH2:26]. (4) Given the product [CH3:3][C:4]1[S:8][CH:7]=[C:6](/[CH:9]=[C:10](/[C@H:12]2[O:30][C:28](=[O:29])[CH2:27][C@H:26]([OH:31])[C@H:25]([CH3:32])[C:23](=[O:24])[C@H:22]([CH3:33])[C@@H:21]([OH:34])[C@@H:20]([CH3:35])[CH2:19][CH2:18][CH2:17][CH:15]=[CH:14][CH2:13]2)\[CH3:11])[N:5]=1, predict the reactants needed to synthesize it. The reactants are: [K+].[Br-].[CH3:3][C:4]1[S:8][CH:7]=[C:6](/[CH:9]=[C:10](/[C@H:12]2[O:30][C:28](=[O:29])[CH2:27][C@H:26]([OH:31])[C@H:25]([CH3:32])[C:23](=[O:24])[C@H:22]([CH3:33])[C@@H:21]([OH:34])[C@@H:20]([CH3:35])[CH2:19][CH2:18][CH2:17][C@H:15]3O[C@H:14]3[CH2:13]2)\[CH3:11])[N:5]=1.CC1SC=C(/C=C(/[C@H]2OC(=O)C[C@H](O)C(C)(C)C(=O)[C@H](C)[C@@H](O)CCCCC=CC2)\C)N=1.CC1SC=C(/C=C(/[C@H]2OC(=O)C[C@H](O)C(C)(C)C(=O)C[C@@H](O)[C@@H](C)CCCC=CC2)\C)N=1.CC1SC=C(/C=C(/[C@H]2OC(=O)C[C@H](O)C(C)(C)C(=O)[C@H](C)[C@@H](O)C(C)=CCCC(C)=CC2)\C)N=1.CC1SC=C(/C=C(/[C@H]2OC(=O)C[C@H](O)[C@H](C)C(=O)[C@H](C)[C@@H](O)[C@@H](C)CCCC(C)=CC2)\C)N=1.CC1SC=C(/C=C(/[C@H]2OC(=O)C[C@H](O)C(C)(C)C(=O)[C@H](C)[C@@H](O)C(C)=CCCC=CC2)\C)N=1.CC1SC=C(/C=C(/[C@H]2OC(=O)C[C@H](O)[C@@H](C)C(=O)[C@H](C)[C@@H](O)[C@@H](C)CCCC(C)=CC2)\C)N=1.CC1SC=C(/C=C(/[C@H]2OC(=O)C[C@H](O)[C@H](C)C(=O)[C@H](C)[C@@H](O)[C@@H](C)CCCC=CC2)\C)N=1. (5) Given the product [NH2:5][CH2:6][CH2:7][CH2:8][C:9]1[CH:10]=[C:11]([C:15]#[C:16][CH:17]2[CH2:22][CH2:21][CH2:20][CH2:19][CH:18]2[OH:23])[CH:12]=[CH:13][CH:14]=1, predict the reactants needed to synthesize it. The reactants are: FC(F)(F)C([NH:5][CH2:6][CH2:7][CH2:8][C:9]1[CH:14]=[CH:13][CH:12]=[C:11]([C:15]#[C:16][CH:17]2[CH2:22][CH2:21][CH2:20][CH2:19][CH:18]2[OH:23])[CH:10]=1)=O.N.CO. (6) Given the product [Cl:1][C:2]1[CH:3]=[C:4]([C:8]2[C:13]3[N:14]([CH2:26][C@H:27]4[CH2:32][CH2:31][C@H:30]([CH3:33])[CH2:29][CH2:28]4)[C:15]([N:17]4[CH2:22][CH2:21][O:20][C@@H:19]5[CH2:23][CH2:24][CH2:25][C@@H:18]45)=[N:16][C:12]=3[C:11]([F:34])=[C:10]([C:35]3[NH:36][C:62](=[O:63])[O:38][N:37]=3)[N:9]=2)[CH:5]=[N:6][CH:7]=1, predict the reactants needed to synthesize it. The reactants are: [Cl:1][C:2]1[CH:3]=[C:4]([C:8]2[C:13]3[N:14]([CH2:26][C@H:27]4[CH2:32][CH2:31][C@H:30]([CH3:33])[CH2:29][CH2:28]4)[C:15]([N:17]4[CH2:22][CH2:21][O:20][C@@H:19]5[CH2:23][CH2:24][CH2:25][C@@H:18]45)=[N:16][C:12]=3[C:11]([F:34])=[C:10]([C:35](=[N:37][OH:38])[NH2:36])[N:9]=2)[CH:5]=[N:6][CH:7]=1.ClC1C2N=C(N3CC[O:63][C@@H:62]4CCC[C@@H]34)N(C[C@H]3CC[C@H](C)CC3)C=2C(C2C=NC=C(Cl)C=2)=NC=1C(=NO)N.C(N1C=CN=C1)(N1C=CN=C1)=O.N12CCCN=C1CCCCC2.